Dataset: Full USPTO retrosynthesis dataset with 1.9M reactions from patents (1976-2016). Task: Predict the reactants needed to synthesize the given product. (1) Given the product [CH3:30][O:31][N:32]([CH3:33])[C:26]([C:24]1[N:25]=[C:21]([CH:18]2[CH2:17][CH2:16][N:15]([C:13]([O:12][C:8]([CH3:11])([CH3:10])[CH3:9])=[O:14])[CH2:20][CH2:19]2)[S:22][CH:23]=1)=[O:28], predict the reactants needed to synthesize it. The reactants are: C(N(CC)CC)C.[C:8]([O:12][C:13]([N:15]1[CH2:20][CH2:19][CH:18]([C:21]2[S:22][CH:23]=[C:24]([C:26]([OH:28])=O)[N:25]=2)[CH2:17][CH2:16]1)=[O:14])([CH3:11])([CH3:10])[CH3:9].[Cl-].[CH3:30][O:31][NH2+:32][CH3:33].Cl.C(N=C=NCCCN(C)C)C. (2) Given the product [ClH:18].[CH3:1][C:2]1[CH:7]=[C:6]([C:8]2[C:13]([CH3:14])=[CH:12][C:11]([CH2:15][NH2:16])=[CH:10][N:9]=2)[CH:5]=[CH:4][N:3]=1, predict the reactants needed to synthesize it. The reactants are: [CH3:1][C:2]1[CH:7]=[C:6]([C:8]2[C:13]([CH3:14])=[CH:12][C:11]([CH:15]=[N:16]O)=[CH:10][N:9]=2)[CH:5]=[CH:4][N:3]=1.[ClH:18]. (3) Given the product [NH2:1][C:4]1[CH:5]=[CH:6][C:7]([CH2:8][NH:9][C:10]([C:12]2[C:13]3[S:20][CH:19]=[CH:18][C:14]=3[N:15]=[CH:16][N:17]=2)=[O:11])=[CH:21][CH:22]=1, predict the reactants needed to synthesize it. The reactants are: [N+:1]([C:4]1[CH:22]=[CH:21][C:7]([CH2:8][NH:9][C:10]([C:12]2[C:13]3[S:20][CH:19]=[CH:18][C:14]=3[N:15]=[CH:16][N:17]=2)=[O:11])=[CH:6][CH:5]=1)([O-])=O. (4) Given the product [CH3:11][C:12]([CH3:20])([CH2:15][C:16]#[C:17][CH2:18][CH3:19])[CH:13]=[O:14], predict the reactants needed to synthesize it. The reactants are: C(Cl)(=O)C(Cl)=O.CS(C)=O.[CH3:11][C:12]([CH3:20])([CH2:15][C:16]#[C:17][CH2:18][CH3:19])[CH2:13][OH:14]. (5) Given the product [Cl:1][C:2]1[C:3]2[C:7]([CH:8]=[CH:9][C:10]=1[CH3:11])=[N:6][N:5]1[C:21]([CH:23]3[CH2:28][CH2:27][N:26]([C:29]([O:31][C:32]([CH3:35])([CH3:34])[CH3:33])=[O:30])[CH2:25][CH2:24]3)=[CH:17][C:16](=[O:15])[NH:12][C:4]=21, predict the reactants needed to synthesize it. The reactants are: [Cl:1][C:2]1[C:10]([CH3:11])=[CH:9][CH:8]=[C:7]2[C:3]=1[C:4]([NH2:12])=[N:5][NH:6]2.CC1(C)OC(=O)[CH:17]([C:21]([CH:23]2[CH2:28][CH2:27][N:26]([C:29]([O:31][C:32]([CH3:35])([CH3:34])[CH3:33])=[O:30])[CH2:25][CH2:24]2)=O)[C:16](=O)[O:15]1.P([O-])([O-])([O-])=O.[K+].[K+].[K+]. (6) Given the product [NH2:20][C@H:7]1[C:8]2[C:13](=[CH:12][CH:11]=[C:10]([N:14]3[CH2:15][CH2:16][O:17][CH2:18][CH2:19]3)[N:9]=2)[N:4]([C:1](=[O:3])[CH3:2])[C@@H:5]([CH:32]2[CH2:34][CH2:33]2)[C@@H:6]1[CH3:31], predict the reactants needed to synthesize it. The reactants are: [C:1]([N:4]1[C:13]2[C:8](=[N:9][C:10]([N:14]3[CH2:19][CH2:18][O:17][CH2:16][CH2:15]3)=[CH:11][CH:12]=2)[C@H:7]([NH:20]C(=O)OCC2C=CC=CC=2)[C@@H:6]([CH3:31])[C@@H:5]1[CH:32]1[CH2:34][CH2:33]1)(=[O:3])[CH3:2]. (7) Given the product [CH3:19][C:20]1[N:24]([C:25]2[CH:30]=[CH:29][C:28]([C:31]([F:34])([F:33])[F:32])=[CH:27][N:26]=2)[N:23]=[CH:22][C:21]=1[C:35]([NH:18][C:15]1[CH:16]=[N:17][C:12]([C:2]2([CH3:1])[CH2:3][CH2:4][C:5]3([O:6][CH2:7][CH2:8][O:9]3)[CH2:10][CH2:11]2)=[CH:13][CH:14]=1)=[O:36], predict the reactants needed to synthesize it. The reactants are: [CH3:1][C:2]1([C:12]2[N:17]=[CH:16][C:15]([NH2:18])=[CH:14][CH:13]=2)[CH2:11][CH2:10][C:5]2([O:9][CH2:8][CH2:7][O:6]2)[CH2:4][CH2:3]1.[CH3:19][C:20]1[N:24]([C:25]2[CH:30]=[CH:29][C:28]([C:31]([F:34])([F:33])[F:32])=[CH:27][N:26]=2)[N:23]=[CH:22][C:21]=1[C:35](Cl)=[O:36].C(N(CC)CC)C.O. (8) Given the product [Br:19][C:16]1[CH:15]=[C:3]2[C:2](=[CH:18][CH:17]=1)[N:1]=[CH:20][N:6]([CH:7]1[CH2:12][CH2:11][C:10](=[O:13])[NH:9][C:8]1=[O:14])[C:4]2=[O:5], predict the reactants needed to synthesize it. The reactants are: [NH2:1][C:2]1[CH:18]=[CH:17][C:16]([Br:19])=[CH:15][C:3]=1[C:4]([NH:6][CH:7]1[CH2:12][CH2:11][C:10](=[O:13])[NH:9][C:8]1=[O:14])=[O:5].[C:20](OC)(OC)(OC)C.C1(C)C=CC(S(O)(=O)=O)=CC=1.